Dataset: Peptide-MHC class I binding affinity with 185,985 pairs from IEDB/IMGT. Task: Regression. Given a peptide amino acid sequence and an MHC pseudo amino acid sequence, predict their binding affinity value. This is MHC class I binding data. The peptide sequence is IPRRIRQGL. The MHC is HLA-B53:01 with pseudo-sequence HLA-B53:01. The binding affinity (normalized) is 0.0907.